From a dataset of NCI-60 drug combinations with 297,098 pairs across 59 cell lines. Regression. Given two drug SMILES strings and cell line genomic features, predict the synergy score measuring deviation from expected non-interaction effect. (1) Drug 1: CN1C(=O)N2C=NC(=C2N=N1)C(=O)N. Drug 2: CC1=C(C(=CC=C1)Cl)NC(=O)C2=CN=C(S2)NC3=CC(=NC(=N3)C)N4CCN(CC4)CCO. Cell line: SW-620. Synergy scores: CSS=34.2, Synergy_ZIP=6.98, Synergy_Bliss=3.70, Synergy_Loewe=6.63, Synergy_HSA=7.03. (2) Drug 1: CC1C(C(CC(O1)OC2CC(CC3=C2C(=C4C(=C3O)C(=O)C5=C(C4=O)C(=CC=C5)OC)O)(C(=O)CO)O)N)O.Cl. Drug 2: CC1=C(C(=O)C2=C(C1=O)N3CC4C(C3(C2COC(=O)N)OC)N4)N. Cell line: A498. Synergy scores: CSS=28.6, Synergy_ZIP=-9.57, Synergy_Bliss=-3.75, Synergy_Loewe=-3.24, Synergy_HSA=-1.18. (3) Drug 1: COC1=C(C=C2C(=C1)N=CN=C2NC3=CC(=C(C=C3)F)Cl)OCCCN4CCOCC4. Drug 2: C1CCC(C(C1)N)N.C(=O)(C(=O)[O-])[O-].[Pt+4]. Cell line: NCI/ADR-RES. Synergy scores: CSS=26.7, Synergy_ZIP=-8.75, Synergy_Bliss=-4.39, Synergy_Loewe=-1.12, Synergy_HSA=0.879. (4) Drug 1: CCC1=CC2CC(C3=C(CN(C2)C1)C4=CC=CC=C4N3)(C5=C(C=C6C(=C5)C78CCN9C7C(C=CC9)(C(C(C8N6C)(C(=O)OC)O)OC(=O)C)CC)OC)C(=O)OC.C(C(C(=O)O)O)(C(=O)O)O. Drug 2: CNC(=O)C1=NC=CC(=C1)OC2=CC=C(C=C2)NC(=O)NC3=CC(=C(C=C3)Cl)C(F)(F)F. Cell line: HCC-2998. Synergy scores: CSS=68.0, Synergy_ZIP=6.45, Synergy_Bliss=6.97, Synergy_Loewe=-9.11, Synergy_HSA=4.55. (5) Drug 1: CC1=C2C(C(=O)C3(C(CC4C(C3C(C(C2(C)C)(CC1OC(=O)C(C(C5=CC=CC=C5)NC(=O)OC(C)(C)C)O)O)OC(=O)C6=CC=CC=C6)(CO4)OC(=O)C)OC)C)OC. Drug 2: CC=C1C(=O)NC(C(=O)OC2CC(=O)NC(C(=O)NC(CSSCCC=C2)C(=O)N1)C(C)C)C(C)C. Cell line: LOX IMVI. Synergy scores: CSS=74.7, Synergy_ZIP=3.82, Synergy_Bliss=2.48, Synergy_Loewe=2.95, Synergy_HSA=4.52.